Dataset: Catalyst prediction with 721,799 reactions and 888 catalyst types from USPTO. Task: Predict which catalyst facilitates the given reaction. (1) The catalyst class is: 5. Reactant: [NH2:1][C:2]([NH2:4])=[O:3].C(O[CH:8]=[CH:9][C:10](=O)[C:11]([F:14])([F:13])[F:12])C.FC(F)(F)C(Cl)=O.C(OCC)=C.Cl. Product: [F:12][C:11]([F:14])([F:13])[C:10]1[NH:4][C:2](=[O:3])[N:1]=[CH:8][CH:9]=1. (2) Reactant: [C:1]([N:3]=[C:4]([N:13]1[CH2:18][CH2:17][N:16](C(OCC2C=CC=CC=2)=O)[CH2:15][CH2:14]1)[NH:5][C:6]1[CH:11]=[CH:10][CH:9]=[CH:8][C:7]=1[CH3:12])#[N:2]. Product: [C:1]([N:3]=[C:4]([N:13]1[CH2:14][CH2:15][NH:16][CH2:17][CH2:18]1)[NH:5][C:6]1[CH:11]=[CH:10][CH:9]=[CH:8][C:7]=1[CH3:12])#[N:2]. The catalyst class is: 723. (3) Reactant: [CH2:1]([C:5]1[N:6]=[C:7]([CH3:27])[NH:8][C:9](=[O:26])[C:10]=1[CH2:11][C:12]1[CH:17]=[CH:16][C:15]([C:18]2[C:19]([C:24]#[N:25])=[CH:20][CH:21]=[CH:22][CH:23]=2)=[CH:14][CH:13]=1)[CH2:2][CH2:3][CH3:4].C(=O)([O-])[O-].[Cs+].[Cs+].Br[CH:35]([C:37]1[CH:42]=[CH:41][CH:40]=[CH:39][CH:38]=1)[CH3:36].CN(C)C(=O)C. Product: [CH2:1]([C:5]1[N:6]=[C:7]([CH3:27])[N:8]([CH:35]([C:37]2[CH:42]=[CH:41][CH:40]=[CH:39][CH:38]=2)[CH3:36])[C:9](=[O:26])[C:10]=1[CH2:11][C:12]1[CH:17]=[CH:16][C:15]([C:18]2[C:19]([C:24]#[N:25])=[CH:20][CH:21]=[CH:22][CH:23]=2)=[CH:14][CH:13]=1)[CH2:2][CH2:3][CH3:4]. The catalyst class is: 13. (4) Reactant: [OH:1][CH2:2][CH:3]([CH2:40][OH:41])[O:4][CH2:5][C:6]1[CH:11]=[CH:10][C:9]([C:12]#[C:13][C:14]2[CH:39]=[CH:38][C:17]([C:18]([N:20]([CH3:37])[C@:21]([CH3:36])([C:26]([NH:28][O:29]C3CCCCO3)=[O:27])[C:22]([NH:24][CH3:25])=[O:23])=[O:19])=[CH:16][CH:15]=2)=[CH:8][CH:7]=1.O1CCOCC1.S(=O)(=O)(O)O.C(OCC)(=O)C. Product: [OH:29][NH:28][C:26](=[O:27])[C@:21]([N:20]([C:18](=[O:19])[C:17]1[CH:38]=[CH:39][C:14]([C:13]#[C:12][C:9]2[CH:8]=[CH:7][C:6]([CH2:5][O:4][CH:3]([CH2:2][OH:1])[CH2:40][OH:41])=[CH:11][CH:10]=2)=[CH:15][CH:16]=1)[CH3:37])([CH3:36])[C:22]([NH:24][CH3:25])=[O:23]. The catalyst class is: 6. (5) Reactant: Cl.CN(C)[CH2:4][CH2:5][C:6]([C:8]1[CH:13]=[CH:12][CH:11]=[C:10]([C:14]([F:17])([F:16])[F:15])[CH:9]=1)=O.[CH3:19][O:20][C:21](=[O:26])/[CH:22]=[C:23](\[NH2:25])/[CH3:24]. Product: [CH3:19][O:20][C:21](=[O:26])[C:22]1[CH:4]=[CH:5][C:6]([C:8]2[CH:13]=[CH:12][CH:11]=[C:10]([C:14]([F:15])([F:16])[F:17])[CH:9]=2)=[N:25][C:23]=1[CH3:24]. The catalyst class is: 52. (6) Reactant: FC(F)(F)C(O)=O.C(NC1NC2C(N=C(OC)N=2)=C(N)N=1)CCC.C(=O)([O-])[O-].[K+].[K+].BrCCCCCCl.[NH:38]1[CH2:44][CH2:43][CH2:42][CH2:41][CH2:40][CH2:39]1.C(N(CC)CC)C.[CH2:52]([NH:56][C:57]1[N:65]=[C:64]2[C:60]([N:61]=[C:62]([O:78]C)[N:63]2[CH2:66][CH2:67][CH2:68][CH2:69][CH2:70]N2CCCCCC2)=[C:59]([NH2:80])[N:58]=1)[CH2:53][CH2:54][CH3:55]. Product: [NH2:80][C:59]1[N:58]=[C:57]([NH:56][CH2:52][CH2:53][CH2:54][CH3:55])[N:65]=[C:64]2[C:60]=1[NH:61][C:62](=[O:78])[N:63]2[CH2:66][CH2:67][CH2:68][CH:69]([N:38]1[CH2:44][CH2:43][CH2:42][CH2:41][CH2:40][CH2:39]1)[CH3:70]. The catalyst class is: 3. (7) Reactant: Cl.[Br:2][C:3]1[CH:4]=[C:5]2[C:9](=[CH:10][CH:11]=1)[CH2:8][C:7]1([CH2:16][CH2:15][C:14]([F:18])([F:17])[CH2:13][CH2:12]1)[C:6]2=[N:19]S(C(C)(C)C)=O.CCOCC. Product: [Br:2][C:3]1[CH:4]=[C:5]2[C:9]([CH2:8][C:7]3([CH2:12][CH2:13][C:14]([F:17])([F:18])[CH2:15][CH2:16]3)[C:6]2=[NH:19])=[CH:10][CH:11]=1. The catalyst class is: 12. (8) Reactant: ON1[C:6]2[CH:7]=[CH:8][CH:9]=[CH:10][C:5]=2N=N1.[ClH:11].[CH3:12][N:13]([CH3:22])[CH2:14][CH2:15][CH2:16]N=C=NCC.ClC1C=CC(C(C2C=CC(Cl)=CC=2)N2CC([N:35]([S:45](C)(=[O:47])=[O:46])[C:36]3[CH:37]=[C:38]([CH:42]=[CH:43][CH:44]=3)[C:39]([OH:41])=O)C2)=CC=1.Cl.[NH2:57][C@H:58]([C:60]([NH2:62])=[O:61])[CH3:59].Cl[CH2:64][Cl:65]. Product: [Cl:11][C:5]1[CH:10]=[CH:9][C:8]([CH:22]([C:5]2[CH:10]=[CH:9][C:64]([Cl:65])=[CH:7][CH:6]=2)[N:13]2[CH2:12][CH:15]([CH2:16][S:45]([NH:35][C:36]3[CH:37]=[C:38]([CH:42]=[CH:43][CH:44]=3)[C:39]([NH:57][C@H:58]([C:60](=[O:61])[NH2:62])[CH3:59])=[O:41])(=[O:46])=[O:47])[CH2:14]2)=[CH:7][CH:6]=1. The catalyst class is: 571.